From a dataset of Catalyst prediction with 721,799 reactions and 888 catalyst types from USPTO. Predict which catalyst facilitates the given reaction. (1) Reactant: [NH:1]1[CH2:6][CH2:5][CH2:4][CH:3]([OH:7])[CH2:2]1.[H-].[Na+].[O:10]1[C:14]2[CH:15]=[CH:16][CH:17]=[CH:18][C:13]=2[CH:12]=[C:11]1[C:19]1[N:23]2[N:24]=[C:25](Cl)[CH:26]=[CH:27][C:22]2=[N:21][CH:20]=1. Product: [O:10]1[C:14]2[CH:15]=[CH:16][CH:17]=[CH:18][C:13]=2[CH:12]=[C:11]1[C:19]1[N:23]2[N:24]=[C:25]([O:7][CH:3]3[CH2:4][CH2:5][CH2:6][NH:1][CH2:2]3)[CH:26]=[CH:27][C:22]2=[N:21][CH:20]=1. The catalyst class is: 7. (2) The catalyst class is: 9. Reactant: [Cl:1][C:2]1[C:3]([C:19]([N:21]2[CH2:25][CH2:24][C:23]([F:27])([F:26])[CH2:22]2)=[O:20])=[CH:4][C:5]([O:11][CH2:12][C:13]2[CH:18]=[CH:17][CH:16]=[CH:15][CH:14]=2)=[C:6]([CH:10]=1)[C:7](O)=[O:8].C(N(C(C)C)CC)(C)C.CN(C(ON1N=[N:52][C:47]2[CH:48]=[CH:49][CH:50]=[N:51][C:46]1=2)=[N+](C)C)C.F[P-](F)(F)(F)(F)F.NC1C=NC=CC=1. Product: [Cl:1][C:2]1[C:3]([C:19]([N:21]2[CH2:25][CH2:24][C:23]([F:26])([F:27])[CH2:22]2)=[O:20])=[CH:4][C:5]([O:11][CH2:12][C:13]2[CH:14]=[CH:15][CH:16]=[CH:17][CH:18]=2)=[C:6]([CH:10]=1)[C:7]([NH:52][C:47]1[CH:46]=[N:51][CH:50]=[CH:49][CH:48]=1)=[O:8].